Task: Predict the product of the given reaction.. Dataset: Forward reaction prediction with 1.9M reactions from USPTO patents (1976-2016) (1) Given the reactants [NH2:1][C:2]1[C:3]([I:38])=[C:4]([C:24]([NH:26][CH2:27][CH:28]([O:34]C(=O)C)[CH2:29][O:30]C(=O)C)=[O:25])[C:5]([I:23])=[C:6]([C:21]=1[I:22])[C:7]([NH:9][CH2:10][CH:11]([O:17]C(=O)C)[CH2:12][O:13]C(=O)C)=[O:8].[C:39](Cl)(=[O:62])[CH2:40][CH2:41][CH2:42][CH2:43][CH2:44][CH2:45][CH2:46][CH2:47][C:48]#[C:49][C:50]#[C:51][CH2:52][CH2:53][CH2:54][CH2:55][CH2:56][CH2:57][CH2:58][CH2:59][CH2:60][CH3:61].C(OCC)(=O)C, predict the reaction product. The product is: [OH:17][CH:11]([CH2:12][OH:13])[CH2:10][NH:9][C:7](=[O:8])[C:6]1[C:21]([I:22])=[C:2]([NH:1][C:39](=[O:62])[CH2:40][CH2:41][CH2:42][CH2:43][CH2:44][CH2:45][CH2:46][CH2:47][C:48]#[C:49][C:50]#[C:51][CH2:52][CH2:53][CH2:54][CH2:55][CH2:56][CH2:57][CH2:58][CH2:59][CH2:60][CH3:61])[C:3]([I:38])=[C:4]([C:24]([NH:26][CH2:27][CH:28]([OH:34])[CH2:29][OH:30])=[O:25])[C:5]=1[I:23]. (2) The product is: [C:1]([O:4][CH2:5][C:6]1[N:18]([C:19]2[CH:20]=[C:21]([CH:26]=[CH:27][CH:28]=2)[C:22]([O:24][CH3:25])=[O:23])[C:10](=[O:16])[CH:9]=[C:8]([OH:13])[CH:7]=1)(=[O:3])[CH3:2]. Given the reactants [C:1]([O:4][CH2:5][C:6](=O)[CH2:7][C:8]1[O:13]C(C)(C)O[C:10](=[O:16])[CH:9]=1)(=[O:3])[CH3:2].[NH2:18][C:19]1[CH:20]=[C:21]([CH:26]=[CH:27][CH:28]=1)[C:22]([O:24][CH3:25])=[O:23].CS(O)(=O)=O, predict the reaction product. (3) Given the reactants [Cl:1][C:2]1[CH:7]=[CH:6][C:5]([C:8]2[N:9]([CH2:31][C@H:32]([OH:37])[C:33]([F:36])([F:35])[F:34])[C:10](=[O:30])[N:11]([CH2:13][C:14]3[CH:15]=[C:16]([C:22]4[CH:27]=[CH:26][CH:25]=[C:24]([Cl:28])[C:23]=4[Cl:29])[CH:17]=[CH:18][C:19]=3[CH2:20][OH:21])[N:12]=2)=[CH:4][CH:3]=1.ClS([N:42]=[C:43]=[O:44])(=O)=O.O.C(=O)(O)[O-].[Na+], predict the reaction product. The product is: [C:43](=[O:44])([O:21][CH2:20][C:19]1[CH:18]=[CH:17][C:16]([C:22]2[CH:27]=[CH:26][CH:25]=[C:24]([Cl:28])[C:23]=2[Cl:29])=[CH:15][C:14]=1[CH2:13][N:11]1[C:10](=[O:30])[N:9]([CH2:31][C@H:32]([OH:37])[C:33]([F:34])([F:36])[F:35])[C:8]([C:5]2[CH:6]=[CH:7][C:2]([Cl:1])=[CH:3][CH:4]=2)=[N:12]1)[NH2:42]. (4) Given the reactants C(=O)([O-])[O-].[K+].[K+].Cl.[NH2:8][C:9]([NH2:11])=[NH:10].[Cl:12][C:13]1[CH:31]=[CH:30][C:16]([O:17][CH:18]([C:24](=O)[C:25]([F:28])([F:27])[F:26])[C:19](OCC)=[O:20])=[CH:15][C:14]=1[C:32]([F:35])([F:34])[F:33].Cl, predict the reaction product. The product is: [NH2:10][C:9]1[NH:11][C:19](=[O:20])[C:18]([O:17][C:16]2[CH:30]=[CH:31][C:13]([Cl:12])=[C:14]([C:32]([F:33])([F:34])[F:35])[CH:15]=2)=[C:24]([C:25]([F:28])([F:26])[F:27])[N:8]=1.